From a dataset of Forward reaction prediction with 1.9M reactions from USPTO patents (1976-2016). Predict the product of the given reaction. (1) Given the reactants [CH:1]1([C:4]2[N:5]=[C:6]([N:22]3[CH2:26][CH2:25][C:24]([F:28])([F:27])[CH2:23]3)[C:7]3[N:12]=[N:11][N:10](CC4C=CC(OC)=CC=4)[C:8]=3[N:9]=2)[CH2:3][CH2:2]1.C(O)(C(F)(F)F)=O, predict the reaction product. The product is: [CH:1]1([C:4]2[N:5]=[C:6]([N:22]3[CH2:26][CH2:25][C:24]([F:27])([F:28])[CH2:23]3)[C:7]3[N:12]=[N:11][NH:10][C:8]=3[N:9]=2)[CH2:3][CH2:2]1. (2) The product is: [C:15]1(=[O:24])[C:16]2[C:21](=[CH:20][CH:19]=[CH:18][CH:17]=2)[C:22](=[O:23])[NH:14]1. Given the reactants NC1C=C(/C=C/[N:14]2[C:22](=[O:23])[C:21]3[C:16](=[CH:17][CH:18]=[CH:19][CH:20]=3)[C:15]2=[O:24])C=C(C(F)(F)F)C=1.[H][H], predict the reaction product. (3) Given the reactants [Cl:1][C:2]1[CH:3]=[C:4](O)[C:5]([O:8]C)=[CH:6][CH:7]=1.[CH:11]1([OH:15])[CH2:14][CH2:13][CH2:12]1.C1(P(C2C=CC=CC=2)C2C=CC=CC=2)C=CC=CC=1.CC(OC(/N=N/C(OC(C)C)=O)=O)C.C(N(CC)CCS)C.CC(C)([O-])C.[Na+], predict the reaction product. The product is: [Cl:1][C:2]1[CH:3]=[CH:4][C:5]([OH:8])=[C:6]([O:15][CH:11]2[CH2:14][CH2:13][CH2:12]2)[CH:7]=1.